From a dataset of Peptide-MHC class II binding affinity with 134,281 pairs from IEDB. Regression. Given a peptide amino acid sequence and an MHC pseudo amino acid sequence, predict their binding affinity value. This is MHC class II binding data. (1) The peptide sequence is GIKQLQARVLAVERYLK. The MHC is HLA-DQA10201-DQB10202 with pseudo-sequence HLA-DQA10201-DQB10202. The binding affinity (normalized) is 0.149. (2) The peptide sequence is FDSFVASLTEALRVI. The MHC is HLA-DPA10103-DPB10301 with pseudo-sequence HLA-DPA10103-DPB10301. The binding affinity (normalized) is 0.322.